Dataset: Catalyst prediction with 721,799 reactions and 888 catalyst types from USPTO. Task: Predict which catalyst facilitates the given reaction. Reactant: [CH3:1][O:2][C:3](=[O:39])[NH:4][C@@H:5]1[CH2:10][CH2:9][N:8]([C:11]2[CH:16]=[C:15]([C:17]#[N:18])[CH:14]=[C:13]([NH:19]C(OC(C)(C)C)=O)[C:12]=2[Cl:27])[CH2:7][C@H:6]1[O:28][Si:29]([CH:36]([CH3:38])[CH3:37])([CH:33]([CH3:35])[CH3:34])[CH:30]([CH3:32])[CH3:31].C(O)(C(F)(F)F)=O. Product: [CH3:1][O:2][C:3](=[O:39])[NH:4][C@@H:5]1[CH2:10][CH2:9][N:8]([C:11]2[CH:16]=[C:15]([C:17]#[N:18])[CH:14]=[C:13]([NH2:19])[C:12]=2[Cl:27])[CH2:7][C@H:6]1[O:28][Si:29]([CH:33]([CH3:35])[CH3:34])([CH:36]([CH3:38])[CH3:37])[CH:30]([CH3:32])[CH3:31]. The catalyst class is: 4.